Task: Regression. Given two drug SMILES strings and cell line genomic features, predict the synergy score measuring deviation from expected non-interaction effect.. Dataset: NCI-60 drug combinations with 297,098 pairs across 59 cell lines Drug 1: C1CCN(CC1)CCOC2=CC=C(C=C2)C(=O)C3=C(SC4=C3C=CC(=C4)O)C5=CC=C(C=C5)O. Drug 2: CC=C1C(=O)NC(C(=O)OC2CC(=O)NC(C(=O)NC(CSSCCC=C2)C(=O)N1)C(C)C)C(C)C. Cell line: LOX IMVI. Synergy scores: CSS=45.0, Synergy_ZIP=-1.41, Synergy_Bliss=-5.17, Synergy_Loewe=-65.7, Synergy_HSA=-3.59.